From a dataset of Catalyst prediction with 721,799 reactions and 888 catalyst types from USPTO. Predict which catalyst facilitates the given reaction. (1) Reactant: [C:1]([C:3]1[CH:4]=[CH:5][C:6]([NH:9][C:10](=[O:15])[C:11]([CH3:14])([CH3:13])[CH3:12])=[N:7][CH:8]=1)#[N:2].C[Al]([NH2:19])Cl. Product: [C:1]([C:3]1[CH:4]=[CH:5][C:6]([NH:9][C:10](=[O:15])[C:11]([CH3:12])([CH3:14])[CH3:13])=[N:7][CH:8]=1)(=[NH:19])[NH2:2]. The catalyst class is: 11. (2) Product: [CH3:1][N:2]1[CH2:3][CH2:4][N:5]([C:8]2[C:13]3[CH2:14][C@H:15]([NH:18][C:19](=[O:42])[C:20]4[CH:21]=[CH:22][C:23]([N:26]5[CH2:27][CH2:28][N:29]([CH2:32][CH2:33][OH:34])[CH2:30][CH2:31]5)=[CH:24][CH:25]=4)[CH2:16][O:17][C:12]=3[CH:11]=[CH:10][CH:9]=2)[CH2:6][CH2:7]1. Reactant: [CH3:1][N:2]1[CH2:7][CH2:6][N:5]([C:8]2[C:13]3[CH2:14][C@H:15]([NH:18][C:19](=[O:42])[C:20]4[CH:25]=[CH:24][C:23]([N:26]5[CH2:31][CH2:30][N:29]([CH2:32][CH2:33][O:34]CC6C=CC=CC=6)[CH2:28][CH2:27]5)=[CH:22][CH:21]=4)[CH2:16][O:17][C:12]=3[CH:11]=[CH:10][CH:9]=2)[CH2:4][CH2:3]1. The catalyst class is: 285.